Dataset: Catalyst prediction with 721,799 reactions and 888 catalyst types from USPTO. Task: Predict which catalyst facilitates the given reaction. Reactant: Cl.[C:2]([O:6][C:7](=[O:24])[C@@:8]([N:15]=CC1C=CC(Cl)=CC=1)([CH3:14])[CH2:9][CH:10]=[C:11]([CH3:13])[CH3:12])([CH3:5])([CH3:4])[CH3:3]. Product: [C:2]([O:6][C:7](=[O:24])[C@@:8]([NH2:15])([CH3:14])[CH2:9][CH:10]=[C:11]([CH3:13])[CH3:12])([CH3:5])([CH3:3])[CH3:4]. The catalyst class is: 27.